This data is from Forward reaction prediction with 1.9M reactions from USPTO patents (1976-2016). The task is: Predict the product of the given reaction. Given the reactants [C:1]([C:5]1[CH:9]=[C:8]([NH:10][C:11]([NH:13][C@@H:14]2[C:23]3[C:18](=[CH:19][CH:20]=[CH:21][CH:22]=3)[C@H:17]([O:24][C:25]3[CH:26]=[CH:27][C:28]4[N:29]([C:31]([N:34]5[CH2:39][CH2:38][O:37][CH2:36][C@@H:35]5[CH3:40])=[N:32][N:33]=4)[CH:30]=3)[CH2:16][CH2:15]2)=[O:12])[N:7]([C:41]2[CH:42]=[C:43]([CH:52]=[CH:53][CH:54]=2)[O:44][CH2:45][CH2:46][O:47]S(C)(=O)=O)[N:6]=1)([CH3:4])([CH3:3])[CH3:2].[CH3:55][NH:56][CH3:57].C1C[O:61]CC1, predict the reaction product. The product is: [CH:46]([OH:47])=[O:61].[C:1]([C:5]1[CH:9]=[C:8]([NH:10][C:11]([NH:13][C@@H:14]2[C:23]3[C:18](=[CH:19][CH:20]=[CH:21][CH:22]=3)[C@H:17]([O:24][C:25]3[CH:26]=[CH:27][C:28]4[N:29]([C:31]([N:34]5[CH2:39][CH2:38][O:37][CH2:36][C@@H:35]5[CH3:40])=[N:32][N:33]=4)[CH:30]=3)[CH2:16][CH2:15]2)=[O:12])[N:7]([C:41]2[CH:54]=[CH:53][CH:52]=[C:43]([O:44][CH2:45][CH2:46][N:56]([CH3:57])[CH3:55])[CH:42]=2)[N:6]=1)([CH3:3])([CH3:2])[CH3:4].